This data is from Reaction yield outcomes from USPTO patents with 853,638 reactions. The task is: Predict the reaction yield, written as a fraction of the theoretical maximum amount of product (1.0 means a 100% yield; for example, 0.34 means a 34% yield). The reactants are Cl[C:2]1[N:3]([C:13]2[CH:18]=[CH:17][C:16]([CH3:19])=[C:15]([N+:20]([O-:22])=[O:21])[CH:14]=2)[C:4]2[C:9]([C:10]=1[CH:11]=[O:12])=[CH:8][CH:7]=[CH:6][CH:5]=2.[NH:23]1[CH2:28][CH2:27][NH:26][CH2:25][CH2:24]1. No catalyst specified. The product is [CH3:19][C:16]1[CH:17]=[CH:18][C:13]([N:3]2[C:4]3[C:9](=[CH:8][CH:7]=[CH:6][CH:5]=3)[C:10]([CH:11]=[O:12])=[C:2]2[N:23]2[CH2:28][CH2:27][NH:26][CH2:25][CH2:24]2)=[CH:14][C:15]=1[N+:20]([O-:22])=[O:21]. The yield is 0.680.